This data is from Catalyst prediction with 721,799 reactions and 888 catalyst types from USPTO. The task is: Predict which catalyst facilitates the given reaction. (1) Reactant: C([O:8][C:9]1[CH:10]=[C:11]([N:15]2[C:19]([NH:20][C:21](=[O:36])[C:22]3[CH:27]=[C:26]([C:28]4[C:33]([F:34])=[CH:32][CH:31]=[CH:30][N:29]=4)[CH:25]=[CH:24][C:23]=3[Cl:35])=[CH:18][C:17]([C:37](OCC)=[O:38])=[N:16]2)[CH:12]=[CH:13][CH:14]=1)C1C=CC=CC=1.[NH3:42].B(Cl)(Cl)Cl. Product: [Cl:35][C:23]1[CH:24]=[CH:25][C:26]([C:28]2[C:33]([F:34])=[CH:32][CH:31]=[CH:30][N:29]=2)=[CH:27][C:22]=1[C:21]([NH:20][C:19]1[N:15]([C:11]2[CH:12]=[CH:13][CH:14]=[C:9]([OH:8])[CH:10]=2)[N:16]=[C:17]([C:37]([NH2:42])=[O:38])[CH:18]=1)=[O:36]. The catalyst class is: 5. (2) Reactant: C(OC([NH:8][C@@H:9]([CH3:16])/[CH:10]=[CH:11]/[C:12]([O:14][CH3:15])=[O:13])=O)(C)(C)C.[ClH:17]. Product: [ClH:17].[NH2:8][C@@H:9]([CH3:16])/[CH:10]=[CH:11]/[C:12]([O:14][CH3:15])=[O:13]. The catalyst class is: 12. (3) Reactant: [F:1][C:2]1[CH:7]=[CH:6][C:5]([N:8]2[C:11](=[O:12])[C@H:10]([S:13][CH2:14][C:15]([C:17]3[CH:22]=[CH:21][C:20]([F:23])=[CH:19][CH:18]=3)=[O:16])[C@H:9]2[C:24]2[CH:44]=[CH:43][C:27]([O:28][CH2:29][C:30]([NH:32][C@H:33]([C:37]3[CH:42]=[CH:41][CH:40]=[CH:39][CH:38]=3)[C:34](O)=[O:35])=[O:31])=[CH:26][CH:25]=2)=[CH:4][CH:3]=1.[NH2:45][C@@H:46]([C:54]1[CH:59]=[CH:58][CH:57]=[CH:56][CH:55]=1)[C:47]([O:49]C(C)(C)C)=[O:48].CN(C(ON1N=NC2C=CC=CC1=2)=[N+](C)C)C.[B-](F)(F)(F)F.[BH4-].[Na+]. Product: [F:1][C:2]1[CH:3]=[CH:4][C:5]([N:8]2[C:11](=[O:12])[C@H:10]([S:13][CH2:14][CH:15]([C:17]3[CH:18]=[CH:19][C:20]([F:23])=[CH:21][CH:22]=3)[OH:16])[C@H:9]2[C:24]2[CH:44]=[CH:43][C:27]([O:28][CH2:29][C:30]([NH:32][C@H:33]([C:37]3[CH:42]=[CH:41][CH:40]=[CH:39][CH:38]=3)[C:34]([NH:45][C@@H:46]([C:54]3[CH:55]=[CH:56][CH:57]=[CH:58][CH:59]=3)[C:47]([OH:49])=[O:48])=[O:35])=[O:31])=[CH:26][CH:25]=2)=[CH:6][CH:7]=1. The catalyst class is: 2.